From a dataset of Forward reaction prediction with 1.9M reactions from USPTO patents (1976-2016). Predict the product of the given reaction. (1) Given the reactants [CH:1]1([NH:6][C:7]2[C:12]([C:13]3[CH:18]=[C:17]([Cl:19])[N:16]=[N:15][C:14]=3Cl)=[CH:11][N:10]=[C:9]([NH2:21])[N:8]=2)[CH2:5][CH2:4][CH2:3][CH2:2]1.C(=O)(O)[O-].[Na+].[NH4+].[Cl-].C(O)(C(F)(F)F)=O, predict the reaction product. The product is: [Cl:19][C:17]1[N:16]=[N:15][C:14]2[N:6]([CH:1]3[CH2:5][CH2:4][CH2:3][CH2:2]3)[C:7]3[N:8]=[C:9]([NH2:21])[N:10]=[CH:11][C:12]=3[C:13]=2[CH:18]=1. (2) Given the reactants FC(F)(F)C(O)=O.[Cl:8][C:9]1[CH:10]=[C:11]([C:19]2[O:23][N:22]=[C:21]([C:24]3[CH:32]=[C:31]4[C:27]([C:28]([CH2:33][CH2:34][C:35]([O:37]C(C)(C)C)=[O:36])=[CH:29][NH:30]4)=[CH:26][CH:25]=3)[N:20]=2)[CH:12]=[CH:13][C:14]=1[O:15][CH:16]([CH3:18])[CH3:17], predict the reaction product. The product is: [Cl:8][C:9]1[CH:10]=[C:11]([C:19]2[O:23][N:22]=[C:21]([C:24]3[CH:32]=[C:31]4[C:27]([C:28]([CH2:33][CH2:34][C:35]([OH:37])=[O:36])=[CH:29][NH:30]4)=[CH:26][CH:25]=3)[N:20]=2)[CH:12]=[CH:13][C:14]=1[O:15][CH:16]([CH3:18])[CH3:17]. (3) Given the reactants [CH3:1][O:2][C:3]1[CH:12]=[C:11]2[C:6]([N:7]=[CH:8][C:9](=[O:17])[N:10]2[CH2:13][CH2:14][CH:15]=O)=[CH:5][CH:4]=1.[NH2:18][C@H:19]1[CH2:23][N:22]([C:24]2[CH:25]=[CH:26][C:27]3[O:28][CH2:29][C:30](=[O:34])[NH:31][C:32]=3[N:33]=2)[C:21](=[O:35])[CH2:20]1.C(OC(=O)N[C@@H]1CC(=O)NC1)(C)(C)C.C(O)(=O)C.C(O[BH-](OC(=O)C)OC(=O)C)(=O)C.[Na+].C(=O)([O-])O.[Na+], predict the reaction product. The product is: [CH3:1][O:2][C:3]1[CH:12]=[C:11]2[C:6]([N:7]=[CH:8][C:9](=[O:17])[N:10]2[CH2:13][CH2:14][CH2:15][NH:18][C@H:19]2[CH2:23][N:22]([C:24]3[CH:25]=[CH:26][C:27]4[O:28][CH2:29][C:30](=[O:34])[NH:31][C:32]=4[N:33]=3)[C:21](=[O:35])[CH2:20]2)=[CH:5][CH:4]=1. (4) Given the reactants [Br:1][C:2]1[CH:7]=[CH:6][CH:5]=[C:4]([CH2:8][CH2:9][CH2:10]Br)[CH:3]=1.[NH:12]1[CH2:16][CH2:15][CH2:14][CH2:13]1.C(=O)([O-])[O-].[Cs+].[Cs+], predict the reaction product. The product is: [Br:1][C:2]1[CH:3]=[C:4]([CH2:8][CH2:9][CH2:10][N:12]2[CH2:16][CH2:15][CH2:14][CH2:13]2)[CH:5]=[CH:6][CH:7]=1. (5) The product is: [Cl:8][C:9]1[CH:14]=[CH:13][C:12]([CH:15]2[CH2:20][CH2:19][CH2:18][N:17]([C:29]([C:27]3[CH:26]=[N:25][N:24]([CH2:22][CH3:23])[CH:28]=3)=[O:30])[CH2:16]2)=[C:11]([CH3:21])[CH:10]=1. Given the reactants CCCP(=O)=O.Cl.[Cl:8][C:9]1[CH:14]=[CH:13][C:12]([CH:15]2[CH2:20][CH2:19][CH2:18][NH:17][CH2:16]2)=[C:11]([CH3:21])[CH:10]=1.[CH2:22]([N:24]1[CH:28]=[C:27]([C:29](O)=[O:30])[CH:26]=[N:25]1)[CH3:23].C(N(CC)CC)C, predict the reaction product. (6) Given the reactants [Cl:1][C:2]1[C:11]([C:12]2[CH:16]3[CH2:17][CH2:18][O:19][CH:15]3[O:14][N:13]=2)=[C:10]([S:20]([CH3:23])(=[O:22])=[O:21])[CH:9]=[CH:8][C:3]=1[C:4]([O:6]C)=[O:5].[OH-].[Na+], predict the reaction product. The product is: [Cl:1][C:2]1[C:11]([C:12]2[CH:16]3[CH2:17][CH2:18][O:19][CH:15]3[O:14][N:13]=2)=[C:10]([S:20]([CH3:23])(=[O:22])=[O:21])[CH:9]=[CH:8][C:3]=1[C:4]([OH:6])=[O:5]. (7) Given the reactants [O:1]1[CH:6]2[CH:2]1[CH2:3][O:4][CH2:5]2.[N-:7]=[N+:8]=[N-:9].[Na+].[Cl-].[NH4+], predict the reaction product. The product is: [N:7]([C@H:6]1[C@H:2]([OH:1])[CH2:3][O:4][CH2:5]1)=[N+:8]=[N-:9]. (8) Given the reactants Cl[C:2]1[CH:7]=[C:6]([Cl:8])[N:5]=[C:4]([NH2:9])[N:3]=1.[C:10]([C:14]1[CH:19]=[CH:18][C:17]([NH2:20])=[CH:16][CH:15]=1)([CH3:13])([CH3:12])[CH3:11], predict the reaction product. The product is: [C:10]([C:14]1[CH:15]=[CH:16][C:17]([NH:20][C:2]2[CH:7]=[C:6]([Cl:8])[N:5]=[C:4]([NH2:9])[N:3]=2)=[CH:18][CH:19]=1)([CH3:13])([CH3:11])[CH3:12]. (9) Given the reactants [C:1]([C:3]1([NH:6][C:7](=[O:35])[C@@H:8]([NH:22][C@@H:23]([C:28]2[CH:33]=[CH:32][C:31]([F:34])=[CH:30][CH:29]=2)[C:24]([F:27])([F:26])[F:25])[CH2:9][S:10][CH2:11][C:12]2[CH:13]=[N:14][CH:15]=[CH:16][C:17]=2[C:18]([F:21])([F:20])[F:19])[CH2:5][CH2:4]1)#[N:2].[OH:36]OS([O-])=O.[K+].[OH2:42], predict the reaction product. The product is: [C:1]([C:3]1([NH:6][C:7](=[O:35])[C@@H:8]([NH:22][C@@H:23]([C:28]2[CH:33]=[CH:32][C:31]([F:34])=[CH:30][CH:29]=2)[C:24]([F:26])([F:27])[F:25])[CH2:9][S:10]([CH2:11][C:12]2[CH:13]=[N:14][CH:15]=[CH:16][C:17]=2[C:18]([F:20])([F:21])[F:19])(=[O:36])=[O:42])[CH2:5][CH2:4]1)#[N:2].